The task is: Predict the reactants needed to synthesize the given product.. This data is from Full USPTO retrosynthesis dataset with 1.9M reactions from patents (1976-2016). (1) Given the product [CH2:1]=[CH:2][CH3:3].[CH2:5]=[CH2:6].[CH2:1]=[CH:2][CH2:3][CH3:4], predict the reactants needed to synthesize it. The reactants are: [CH2:1]=[CH:2][CH2:3][CH3:4].[CH2:5]([Al](CC(C)C)CC(C)C)[CH:6](C)C.C=CC.C=C. (2) Given the product [Cl:1][C:2]1[CH:3]=[C:4]([CH:18]=[C:19]([CH3:21])[CH:20]=1)[C:5]([C:7]1[N:12]([CH2:31][C:32]2[CH:37]=[C:36]([CH3:38])[N:35]=[C:34]([N:39]3[C:47](=[O:48])[C:46]4[C:41](=[CH:42][CH:43]=[CH:44][CH:45]=4)[C:40]3=[O:49])[CH:33]=2)[C:11](=[O:13])[NH:10][C:9](=[O:14])[C:8]=1[CH:15]([CH3:16])[CH3:17])=[O:6], predict the reactants needed to synthesize it. The reactants are: [Cl:1][C:2]1[CH:3]=[C:4]([CH:18]=[C:19]([CH3:21])[CH:20]=1)[C:5]([C:7]1[NH:12][C:11](=[O:13])[NH:10][C:9](=[O:14])[C:8]=1[CH:15]([CH3:17])[CH3:16])=[O:6].C(=O)([O-])[O-].[K+].[K+].[I-].[Li+].Cl[CH2:31][C:32]1[CH:37]=[C:36]([CH3:38])[N:35]=[C:34]([N:39]2[C:47](=[O:48])[C:46]3[C:41](=[CH:42][CH:43]=[CH:44][CH:45]=3)[C:40]2=[O:49])[CH:33]=1.